Dataset: Catalyst prediction with 721,799 reactions and 888 catalyst types from USPTO. Task: Predict which catalyst facilitates the given reaction. Reactant: [Cl-].[Cl-].[Cl-].[Al+3].[C:5]([N:8]1[C:17]2[C:12](=[CH:13][C:14]([Br:18])=[CH:15][CH:16]=2)[C@H:11]([NH:19]C(=O)OC(C)C)[CH2:10][C@@H:9]1[CH3:26])(=[O:7])[CH3:6].[OH-].[Na+].C(C(C(C([O-])=O)O)O)([O-])=O.[Na+].[K+]. Product: [NH2:19][C@H:11]1[C:12]2[C:17](=[CH:16][CH:15]=[C:14]([Br:18])[CH:13]=2)[N:8]([C:5](=[O:7])[CH3:6])[C@@H:9]([CH3:26])[CH2:10]1. The catalyst class is: 34.